Dataset: Full USPTO retrosynthesis dataset with 1.9M reactions from patents (1976-2016). Task: Predict the reactants needed to synthesize the given product. (1) Given the product [CH3:38][O:37][C:33](=[O:36])[CH:34]=[CH:35][C:16]1[CH:15]=[CH:14][C:13]([CH:9]2[C:10]3[C:5](=[CH:4][C:3]([O:2][CH3:1])=[CH:12][CH:11]=3)[CH2:6][CH2:7][CH:8]2[C:27]2[CH:32]=[CH:31][CH:30]=[CH:29][CH:28]=2)=[CH:18][CH:17]=1, predict the reactants needed to synthesize it. The reactants are: [CH3:1][O:2][C:3]1[CH:4]=[C:5]2[C:10](=[CH:11][CH:12]=1)[CH:9]([C:13]1[CH:18]=[CH:17][C:16](OS(C(F)(F)F)(=O)=O)=[CH:15][CH:14]=1)[CH:8]([C:27]1[CH:32]=[CH:31][CH:30]=[CH:29][CH:28]=1)[CH2:7][CH2:6]2.[C:33]([O:37][CH3:38])(=[O:36])[CH:34]=[CH2:35]. (2) Given the product [O:8]=[C:6]([N:29]1[CH2:28][CH:31]([O:33][C:38]2[CH:43]=[CH:42][CH:41]=[CH:40][CH:39]=2)[CH2:30]1)[CH2:5][CH2:4][C:3]([C:9]1[CH:14]=[CH:13][CH:12]=[CH:11][CH:10]=1)([C:15]1[CH:20]=[CH:19][CH:18]=[CH:17][CH:16]=1)[C:1]#[N:2], predict the reactants needed to synthesize it. The reactants are: [C:1]([C:3]([C:15]1[CH:20]=[CH:19][CH:18]=[CH:17][CH:16]=1)([C:9]1[CH:14]=[CH:13][CH:12]=[CH:11][CH:10]=1)[CH2:4][CH2:5][C:6]([OH:8])=O)#[N:2].Cl.CN(C)CCCN=[C:28]=[N:29][CH2:30][CH3:31].[OH2:33].ON1[C:39]2[CH:40]=[CH:41][CH:42]=[CH:43][C:38]=2N=N1.C(N(CC)C(C)C)(C)C. (3) Given the product [F:1][C:2]1[CH:3]=[CH:4][C:5]([CH2:6][CH2:7][C:8]2[CH:16]=[CH:15][C:14]([CH:17]([O:25][CH2:26][CH2:27][N:28]3[CH:32]=[CH:31][N:30]=[CH:29]3)[C:18]3[CH:23]=[CH:22][C:21]([F:24])=[CH:20][CH:19]=3)=[CH:13][C:9]=2[C:10]([NH:49][C@@H:50]([CH2:64][CH2:65][S:66][CH3:67])[C:51]([O:53][C:54]([CH2:57][N:58]2[CH2:59][CH2:60][O:61][CH2:62][CH2:63]2)([CH3:56])[CH3:55])=[O:52])=[O:11])=[CH:33][CH:34]=1, predict the reactants needed to synthesize it. The reactants are: [F:1][C:2]1[CH:34]=[CH:33][C:5]([CH2:6][CH2:7][C:8]2[CH:16]=[CH:15][C:14]([CH:17]([O:25][CH2:26][CH2:27][N:28]3[CH:32]=[CH:31][N:30]=[CH:29]3)[C:18]3[CH:23]=[CH:22][C:21]([F:24])=[CH:20][CH:19]=3)=[CH:13][C:9]=2[C:10](O)=[O:11])=[CH:4][CH:3]=1.C(Cl)CCl.ON1C2N=CC=CC=2N=N1.[NH2:49][C@@H:50]([CH2:64][CH2:65][S:66][CH3:67])[C:51]([O:53][C:54]([CH2:57][N:58]1[CH2:63][CH2:62][O:61][CH2:60][CH2:59]1)([CH3:56])[CH3:55])=[O:52]. (4) The reactants are: [Cl:1][C:2]1[CH:21]=[CH:20][C:5]([CH:6]([O:14][C@@H:15]2[CH2:19][CH2:18][NH:17][CH2:16]2)[C:7]2[CH:12]=[CH:11][C:10]([Cl:13])=[CH:9][CH:8]=2)=[CH:4][CH:3]=1.[CH2:22]([N:25]=[C:26]=[O:27])[CH:23]=[CH2:24].C(N(CC)CC)C. Given the product [Cl:1][C:2]1[CH:21]=[CH:20][C:5]([CH:6]([O:14][C@@H:15]2[CH2:19][CH2:18][N:17]([C:26]([NH:25][CH2:22][CH:23]=[CH2:24])=[O:27])[CH2:16]2)[C:7]2[CH:8]=[CH:9][C:10]([Cl:13])=[CH:11][CH:12]=2)=[CH:4][CH:3]=1, predict the reactants needed to synthesize it. (5) Given the product [NH2:32][CH2:31][CH2:30][CH2:29][CH2:28][C@@H:27]([NH:26][C:23]1[CH:24]=[CH:25][C:20]([S:17]([NH:16][C:14](=[O:15])[C:13]2[CH:12]=[CH:11][C:10]([N:2]3[CH2:3][CH2:4][C:5]4([CH2:9][CH2:8][CH2:7][CH2:6]4)[CH2:1]3)=[CH:52][CH:51]=2)(=[O:19])=[O:18])=[CH:21][C:22]=1[N+:48]([O-:50])=[O:49])[CH2:40][S:41][C:42]1[CH:47]=[CH:46][CH:45]=[CH:44][CH:43]=1, predict the reactants needed to synthesize it. The reactants are: [CH2:1]1[C:5]2([CH2:9][CH2:8][CH2:7][CH2:6]2)[CH2:4][CH2:3][N:2]1[C:10]1[CH:52]=[CH:51][C:13]([C:14]([NH:16][S:17]([C:20]2[CH:25]=[CH:24][C:23]([NH:26][C@@H:27]([CH2:40][S:41][C:42]3[CH:47]=[CH:46][CH:45]=[CH:44][CH:43]=3)[CH2:28][CH2:29][CH2:30][CH2:31][NH:32]C(=O)OC(C)(C)C)=[C:22]([N+:48]([O-:50])=[O:49])[CH:21]=2)(=[O:19])=[O:18])=[O:15])=[CH:12][CH:11]=1.Cl.